The task is: Regression/Classification. Given a drug SMILES string, predict its absorption, distribution, metabolism, or excretion properties. Task type varies by dataset: regression for continuous measurements (e.g., permeability, clearance, half-life) or binary classification for categorical outcomes (e.g., BBB penetration, CYP inhibition). Dataset: cyp2c19_veith.. This data is from CYP2C19 inhibition data for predicting drug metabolism from PubChem BioAssay. (1) The drug is C[C@@H](O)CN(CCN(C[C@@H](C)O)C[C@@H](C)O)C[C@@H](C)O.O=[N+]([O-])O.[Cu]. The result is 1 (inhibitor). (2) The compound is COc1ccc(C(O)c2nccn2Cc2ccccc2)cc1. The result is 1 (inhibitor).